Dataset: Forward reaction prediction with 1.9M reactions from USPTO patents (1976-2016). Task: Predict the product of the given reaction. (1) Given the reactants [Cl:1][C:2]1[CH:3]=[C:4]([Mg]Br)[CH:5]=[CH:6][CH:7]=1.[O:10]1[CH2:15][CH2:14][CH:13]([CH:16]=[O:17])[CH2:12][CH2:11]1, predict the reaction product. The product is: [Cl:1][C:2]1[CH:3]=[C:4]([CH:16]([CH:13]2[CH2:14][CH2:15][O:10][CH2:11][CH2:12]2)[OH:17])[CH:5]=[CH:6][CH:7]=1. (2) Given the reactants [I:1][C:2]1[CH:10]=[C:6]([C:7]([OH:9])=O)[C:5]([NH2:11])=[CH:4][CH:3]=1.[CH:12]([O-])([O-])OCC.[CH2:18]([NH2:25])[C:19]1[CH:24]=[CH:23][CH:22]=[CH:21][CH:20]=1.Cl, predict the reaction product. The product is: [I:1][C:2]1[CH:10]=[C:6]2[C:5](=[CH:4][CH:3]=1)[N:11]=[CH:12][N:25]([CH2:18][C:19]1[CH:24]=[CH:23][CH:22]=[CH:21][CH:20]=1)[C:7]2=[O:9]. (3) Given the reactants Br[C:2]1[CH:3]=[C:4]([F:10])[C:5](=[O:9])[N:6]([CH3:8])[CH:7]=1.[CH3:11][C:12]1([CH3:28])[C:16]([CH3:18])([CH3:17])[O:15][B:14]([B:14]2[O:15][C:16]([CH3:18])([CH3:17])[C:12]([CH3:28])([CH3:11])[O:13]2)[O:13]1.CC([O-])=O.[K+].O, predict the reaction product. The product is: [F:10][C:4]1[C:5](=[O:9])[N:6]([CH3:8])[CH:7]=[C:2]([B:14]2[O:15][C:16]([CH3:18])([CH3:17])[C:12]([CH3:28])([CH3:11])[O:13]2)[CH:3]=1.